Dataset: Catalyst prediction with 721,799 reactions and 888 catalyst types from USPTO. Task: Predict which catalyst facilitates the given reaction. (1) Reactant: [CH:1]([C:3]1[CH:4]=[C:5]([CH:9]=[CH:10][CH:11]=1)[C:6]([OH:8])=O)=[O:2].C(N(CC)CC)C.ON1C2C=CC=CC=2N=N1.Cl.C(N=C=NCCCN(C)C)C.Cl.[CH3:42][CH:43]([CH3:52])[C:44]([N:46]1[CH2:51][CH2:50][NH:49][CH2:48][CH2:47]1)=[O:45]. Product: [C:44]([N:46]1[CH2:51][CH2:50][N:49]([C:6]([C:5]2[CH:4]=[C:3]([CH:11]=[CH:10][CH:9]=2)[CH:1]=[O:2])=[O:8])[CH2:48][CH2:47]1)(=[O:45])[CH:43]([CH3:52])[CH3:42]. The catalyst class is: 4. (2) Reactant: Br[C:2]1[CH:24]=[CH:23][C:5]2[C:6]3[N:7]([CH:11]=[C:12]([C:14]4[N:18]([CH:19]([CH3:21])[CH3:20])[N:17]=[C:16]([NH2:22])[N:15]=4)[N:13]=3)[CH2:8][CH2:9][O:10][C:4]=2[CH:3]=1.[Cl:25][C:26]1[CH:31]=[CH:30][C:29](B(O)O)=[CH:28][CH:27]=1.C([O-])([O-])=O.[Cs+].[Cs+].O1CCOCC1. Product: [Cl:25][C:26]1[CH:31]=[CH:30][C:29]([C:2]2[CH:24]=[CH:23][C:5]3[C:6]4[N:7]([CH:11]=[C:12]([C:14]5[N:18]([CH:19]([CH3:21])[CH3:20])[N:17]=[C:16]([NH2:22])[N:15]=5)[N:13]=4)[CH2:8][CH2:9][O:10][C:4]=3[CH:3]=2)=[CH:28][CH:27]=1. The catalyst class is: 263. (3) Reactant: [Cl:1][C:2]1[CH:7]=[CH:6][C:5]([C:8]2[N:12]([CH3:13])[C:11]([C:14](=[O:19])[CH2:15][CH:16]3[CH2:18][CH2:17]3)=[CH:10][C:9]=2[CH3:20])=[CH:4][CH:3]=1.[Br:21]N1C(=O)CCC1=O. Product: [Br:21][C:10]1[C:9]([CH3:20])=[C:8]([C:5]2[CH:6]=[CH:7][C:2]([Cl:1])=[CH:3][CH:4]=2)[N:12]([CH3:13])[C:11]=1[C:14](=[O:19])[CH2:15][CH:16]1[CH2:17][CH2:18]1. The catalyst class is: 1. (4) Reactant: [CH3:1][O:2][CH2:3][C:4]1[CH:5]=[C:6]([C:10]([C:12]2[N:16]([CH3:17])[N:15]=[N:14][N:13]=2)=O)[CH:7]=[CH:8][CH:9]=1.Cl.[NH2:19][OH:20]. Product: [OH:20][N:19]=[C:10]([C:6]1[CH:7]=[CH:8][CH:9]=[C:4]([CH2:3][O:2][CH3:1])[CH:5]=1)[C:12]1[N:16]([CH3:17])[N:15]=[N:14][N:13]=1. The catalyst class is: 17. (5) Reactant: [Cl:1][C:2]1[CH:7]=[CH:6][C:5]([CH2:8][N:9]2[C:13]3[C:14](=[O:18])[CH2:15][CH2:16][CH2:17][C:12]=3[N:11]=[C:10]2[CH:19]([CH3:21])[CH3:20])=[CH:4][CH:3]=1.[BH4-].[Na+]. Product: [Cl:1][C:2]1[CH:3]=[CH:4][C:5]([CH2:8][N:9]2[C:13]3[CH:14]([OH:18])[CH2:15][CH2:16][CH2:17][C:12]=3[N:11]=[C:10]2[CH:19]([CH3:21])[CH3:20])=[CH:6][CH:7]=1. The catalyst class is: 138. (6) Reactant: [C:1]([C:5]1[CH:10]=[CH:9][CH:8]=[CH:7][C:6]=1[N:11]1[CH2:16][CH2:15][N:14]([C:17](=[O:21])[C:18](O)=[O:19])[CH2:13][CH2:12]1)([CH3:4])([CH3:3])[CH3:2].Cl.[NH2:23][CH2:24][C:25]([O:27][CH2:28][C:29]1[CH:34]=[CH:33][CH:32]=[CH:31][CH:30]=1)=[O:26].CCN=C=NCCCN(C)C.C1C=CC2N(O)N=NC=2C=1.C(N(CC)CC)C.C(=O)([O-])O.[Na+]. Product: [C:1]([C:5]1[CH:10]=[CH:9][CH:8]=[CH:7][C:6]=1[N:11]1[CH2:16][CH2:15][N:14]([C:17](=[O:21])[C:18]([NH:23][CH2:24][C:25]([O:27][CH2:28][C:29]2[CH:34]=[CH:33][CH:32]=[CH:31][CH:30]=2)=[O:26])=[O:19])[CH2:13][CH2:12]1)([CH3:3])([CH3:2])[CH3:4]. The catalyst class is: 10. (7) Reactant: [NH:1]1[CH2:6][CH2:5][CH2:4][CH2:3][CH:2]1[CH2:7][OH:8].CCN(C(C)C)C(C)C.[CH3:18][C:19]([O:22][C:23](O[C:23]([O:22][C:19]([CH3:21])([CH3:20])[CH3:18])=[O:24])=[O:24])([CH3:21])[CH3:20]. Product: [OH:8][CH2:7][CH:2]1[CH2:3][CH2:4][CH2:5][CH2:6][N:1]1[C:23]([O:22][C:19]([CH3:21])([CH3:20])[CH3:18])=[O:24]. The catalyst class is: 4. (8) Reactant: [C:1]([O:5][C:6](=[O:26])[CH2:7][N:8]1[C:16]2[C:11](=[C:12]([CH3:25])[CH:13]=[C:14]([O:17]CC3C=CC=CC=3)[CH:15]=2)[CH:10]=[CH:9]1)([CH3:4])([CH3:3])[CH3:2]. Product: [C:1]([O:5][C:6](=[O:26])[CH2:7][N:8]1[C:16]2[C:11](=[C:12]([CH3:25])[CH:13]=[C:14]([OH:17])[CH:15]=2)[CH:10]=[CH:9]1)([CH3:4])([CH3:3])[CH3:2]. The catalyst class is: 29.